From a dataset of Full USPTO retrosynthesis dataset with 1.9M reactions from patents (1976-2016). Predict the reactants needed to synthesize the given product. (1) Given the product [S:19]([C:17]1[CH:16]=[CH:15][C:13]2[N:14]=[C:10]([NH:9][C:8]([NH:32][CH2:31][CH2:30][N:27]3[CH2:28][CH2:29][N:24]([CH3:23])[CH2:25][CH2:26]3)=[O:22])[S:11][C:12]=2[CH:18]=1)[C:20]#[N:21], predict the reactants needed to synthesize it. The reactants are: C1(O[C:8](=[O:22])[NH:9][C:10]2[S:11][C:12]3[CH:18]=[C:17]([S:19][C:20]#[N:21])[CH:16]=[CH:15][C:13]=3[N:14]=2)C=CC=CC=1.[CH3:23][N:24]1[CH2:29][CH2:28][N:27]([CH2:30][CH2:31][NH2:32])[CH2:26][CH2:25]1. (2) The reactants are: [NH2:1][C:2]1[N:7]=[CH:6][C:5]([NH:8][C:9](=[O:16])OCC(Cl)(Cl)Cl)=[CH:4][CH:3]=1.[C:17]1([C:23]2[N:27]=[C:26]([N:28]3[CH2:33][CH2:32][NH:31][CH2:30][CH2:29]3)[S:25][N:24]=2)[CH:22]=[CH:21][CH:20]=[CH:19][CH:18]=1.C(N(C(C)C)CC)(C)C.O. Given the product [NH2:1][C:2]1[N:7]=[CH:6][C:5]([NH:8][C:9]([N:31]2[CH2:32][CH2:33][N:28]([C:26]3[S:25][N:24]=[C:23]([C:17]4[CH:22]=[CH:21][CH:20]=[CH:19][CH:18]=4)[N:27]=3)[CH2:29][CH2:30]2)=[O:16])=[CH:4][CH:3]=1, predict the reactants needed to synthesize it. (3) Given the product [Cl:23][C:10]1[CH:9]=[C:8]([C:16]([F:19])([F:18])[F:17])[C:7]2[C:12](=[CH:13][CH:14]=[C:5]3[NH:4][C:3]([CH3:20])=[C:2]([CH3:1])[C:6]3=2)[N:11]=1, predict the reactants needed to synthesize it. The reactants are: [CH3:1][C:2]1[C:6]2=[C:7]3[C:12](=[CH:13][CH:14]=[C:5]2[NH:4][C:3]=1[CH3:20])[NH:11][C:10](=O)[CH:9]=[C:8]3[C:16]([F:19])([F:18])[F:17].P(Cl)(Cl)([Cl:23])=O.CO. (4) Given the product [Cl:1][C:2]1[CH:3]=[C:4]([CH:18]=[C:19]([Cl:21])[CH:20]=1)[CH2:5][NH:6][C:7]1[CH:12]=[C:11]([N:25]2[CH2:24][CH2:23][N:22]([C:28]([O:30][C:31]([CH3:34])([CH3:33])[CH3:32])=[O:29])[CH2:27][CH2:26]2)[CH:10]=[CH:9][C:8]=1[S:14]([CH3:17])(=[O:16])=[O:15], predict the reactants needed to synthesize it. The reactants are: [Cl:1][C:2]1[CH:3]=[C:4]([CH:18]=[C:19]([Cl:21])[CH:20]=1)[CH2:5][NH:6][C:7]1[CH:12]=[C:11](F)[CH:10]=[CH:9][C:8]=1[S:14]([CH3:17])(=[O:16])=[O:15].[N:22]1([C:28]([O:30][C:31]([CH3:34])([CH3:33])[CH3:32])=[O:29])[CH2:27][CH2:26][NH:25][CH2:24][CH2:23]1.C(N(CC)C(C)C)(C)C. (5) Given the product [CH3:21][C:3]1[CH:8]=[CH:7][C:6]([C:13]2[CH:18]=[CH:17][CH:16]=[CH:15][CH:14]=2)=[CH:5][CH:4]=1, predict the reactants needed to synthesize it. The reactants are: [OH-].[OH-].[C:3]1([B+2])[CH:8]=[CH:7][CH:6]=[CH:5][CH:4]=1.[F-].[Cs+].Cl[C:13]1[CH:18]=[CH:17][C:16](C)=[CH:15][CH:14]=1.O1CCOC[CH2:21]1.